Dataset: Full USPTO retrosynthesis dataset with 1.9M reactions from patents (1976-2016). Task: Predict the reactants needed to synthesize the given product. (1) Given the product [CH3:21][C:22]1[CH:23]=[CH:24][C:25]([C:2]2[CH:7]=[CH:6][C:5]([N+:8]([O-:10])=[O:9])=[CH:4][C:3]=2[C:11]([F:14])([F:13])[F:12])=[N:26][CH:27]=1, predict the reactants needed to synthesize it. The reactants are: Br[C:2]1[CH:7]=[CH:6][C:5]([N+:8]([O-:10])=[O:9])=[CH:4][C:3]=1[C:11]([F:14])([F:13])[F:12].C1COCC1.[Br-].[CH3:21][C:22]1[CH:23]=[CH:24][C:25]([Zn+])=[N:26][CH:27]=1. (2) The reactants are: [C:1]([C:5]([CH2:7][N:8]1[C:14]2[CH:15]=[CH:16][CH:17]=[CH:18][C:13]=2[N:12]([CH:19]2[CH2:24][CH2:23][CH2:22][CH2:21][CH2:20]2)[CH2:11][C@@H:10]([NH2:25])[C:9]1=[O:26])=[O:6])([CH3:4])([CH3:3])[CH3:2].O.O.[C:29]([OH:34])(=[O:33])[C:30]([OH:32])=[O:31].CCCCCC. Given the product [OH2:6].[C:29]([OH:34])(=[O:33])[C:30]([OH:32])=[O:31].[C:1]([C:5]([CH2:7][N:8]1[C:14]2[CH:15]=[CH:16][CH:17]=[CH:18][C:13]=2[N:12]([CH:19]2[CH2:24][CH2:23][CH2:22][CH2:21][CH2:20]2)[CH2:11][C@@H:10]([NH2:25])[C:9]1=[O:26])=[O:6])([CH3:4])([CH3:2])[CH3:3], predict the reactants needed to synthesize it. (3) The reactants are: [F:1][C:2]1[CH:7]=[C:6]([C:8](OC)=[O:9])[C:5]([C:12]2[N:13]=[CH:14][N:15]([C:17]([C:30]3[CH:35]=[CH:34][CH:33]=[CH:32][CH:31]=3)([C:24]3[CH:29]=[CH:28][CH:27]=[CH:26][CH:25]=3)[C:18]3[CH:23]=[CH:22][CH:21]=[CH:20][CH:19]=3)[CH:16]=2)=[CH:4][N:3]=1.[BH4-].[Na+]. Given the product [F:1][C:2]1[CH:7]=[C:6]([CH2:8][OH:9])[C:5]([C:12]2[N:13]=[CH:14][N:15]([C:17]([C:30]3[CH:35]=[CH:34][CH:33]=[CH:32][CH:31]=3)([C:24]3[CH:25]=[CH:26][CH:27]=[CH:28][CH:29]=3)[C:18]3[CH:23]=[CH:22][CH:21]=[CH:20][CH:19]=3)[CH:16]=2)=[CH:4][N:3]=1, predict the reactants needed to synthesize it.